This data is from CYP2C9 inhibition data for predicting drug metabolism from PubChem BioAssay. The task is: Regression/Classification. Given a drug SMILES string, predict its absorption, distribution, metabolism, or excretion properties. Task type varies by dataset: regression for continuous measurements (e.g., permeability, clearance, half-life) or binary classification for categorical outcomes (e.g., BBB penetration, CYP inhibition). Dataset: cyp2c9_veith. (1) The compound is CCOC(=O)N/N=C\c1ccc([N+](=O)[O-])o1. The result is 0 (non-inhibitor). (2) The molecule is O=[N+]([O-])c1ccc(N2CCN(Cc3ccccc3)CC2)c(S(=O)(=O)N2CCOCC2)c1. The result is 1 (inhibitor).